Dataset: Forward reaction prediction with 1.9M reactions from USPTO patents (1976-2016). Task: Predict the product of the given reaction. (1) Given the reactants [C:1]([O:5][C:6]([N:8]1[CH2:12][CH2:11][CH2:10][C@@H:9]1[CH2:13][O:14][C:15]1[CH:16]=[N+:17]([O-])[CH:18]=[C:19]([Cl:21])[CH:20]=1)=[O:7])([CH3:4])([CH3:3])[CH3:2].[CH2:23]([N:25](CC)CC)C.C[Si](C#N)(C)C.[OH-].[Na+], predict the reaction product. The product is: [Cl:21][C:19]1[CH:20]=[C:15]([O:14][CH2:13][C@H:9]2[CH2:10][CH2:11][CH2:12][N:8]2[C:6]([O:5][C:1]([CH3:4])([CH3:3])[CH3:2])=[O:7])[C:16]([C:23]#[N:25])=[N:17][CH:18]=1. (2) Given the reactants [Cl:1][C:2]1[CH:3]=[C:4]([SH:9])[CH:5]=[C:6]([Cl:8])[CH:7]=1.[OH-].[Na+:11], predict the reaction product. The product is: [Cl:1][C:2]1[CH:3]=[C:4]([S-:9])[CH:5]=[C:6]([Cl:8])[CH:7]=1.[Na+:11]. (3) Given the reactants [OH:1][C:2]1[CH:9]=[CH:8][CH:7]=[C:6]([O:10][CH2:11][C:12]2[C:13]([C:18]3[N:22]([CH:23]([CH3:25])[CH3:24])[N:21]=[CH:20][CH:19]=3)=[N:14][CH:15]=[CH:16][CH:17]=2)[C:3]=1[CH:4]=[O:5].C(N(C(C)C)C(C)C)C.C(Cl)(Cl)(Cl)Cl.[PH:40](=[O:57])([O:49][CH2:50][C:51]1[CH:56]=[CH:55][CH:54]=[CH:53][CH:52]=1)[O:41][CH2:42][C:43]1[CH:48]=[CH:47][CH:46]=[CH:45][CH:44]=1, predict the reaction product. The product is: [P:40]([O:1][C:2]1[CH:9]=[CH:8][CH:7]=[C:6]([O:10][CH2:11][C:12]2[C:13]([C:18]3[N:22]([CH:23]([CH3:25])[CH3:24])[N:21]=[CH:20][CH:19]=3)=[N:14][CH:15]=[CH:16][CH:17]=2)[C:3]=1[CH:4]=[O:5])([O:41][CH2:42][C:43]1[CH:48]=[CH:47][CH:46]=[CH:45][CH:44]=1)([O:49][CH2:50][C:51]1[CH:56]=[CH:55][CH:54]=[CH:53][CH:52]=1)=[O:57]. (4) Given the reactants C(OC([N:8]([CH2:34][C:35]1[CH:44]=[CH:43][C:38]2[O:39][CH2:40][CH2:41][O:42][C:37]=2[CH:36]=1)[CH:9]1[CH2:14][CH2:13][N:12]([CH2:15][CH2:16][N:17]2[C:26]3[C:21](=[CH:22][CH:23]=[C:24]([O:27][CH3:28])[CH:25]=3)[C:20]([C:29]([O:31][CH3:32])=[O:30])=[CH:19][C:18]2=[O:33])[CH2:11][CH2:10]1)=O)(C)(C)C.FC(F)(F)C(O)=O, predict the reaction product. The product is: [O:39]1[C:38]2[CH:43]=[CH:44][C:35]([CH2:34][NH:8][CH:9]3[CH2:10][CH2:11][N:12]([CH2:15][CH2:16][N:17]4[C:26]5[C:21](=[CH:22][CH:23]=[C:24]([O:27][CH3:28])[CH:25]=5)[C:20]([C:29]([O:31][CH3:32])=[O:30])=[CH:19][C:18]4=[O:33])[CH2:13][CH2:14]3)=[CH:36][C:37]=2[O:42][CH2:41][CH2:40]1. (5) Given the reactants [F:1][C:2]1[CH:22]=[CH:21][C:5]([CH2:6][O:7][C:8]2[CH:13]=[CH:12][C:11]([C:14]([F:17])([F:16])[F:15])=[CH:10][C:9]=2B(O)O)=[CH:4][CH:3]=1.[CH2:23]([O:25][C:26](=[O:40])[C:27]1[C:32]([NH2:33])=[CH:31][CH:30]=[C:29]([C:34]2[CH2:38][CH2:37][CH2:36][C:35]=2Br)[CH:28]=1)[CH3:24], predict the reaction product. The product is: [CH2:23]([O:25][C:26](=[O:40])[C:27]1[C:32]([NH2:33])=[CH:31][CH:30]=[C:29]([C:34]2[CH2:38][CH2:37][CH2:36][C:35]=2[C:9]2[CH:10]=[C:11]([C:14]([F:17])([F:16])[F:15])[CH:12]=[CH:13][C:8]=2[O:7][CH2:6][C:5]2[CH:21]=[CH:22][C:2]([F:1])=[CH:3][CH:4]=2)[CH:28]=1)[CH3:24]. (6) Given the reactants [CH2:1]([NH2:4])[CH2:2][NH2:3].O.[C:6]1([C:12]([CH:14]=O)=O)[CH:11]=[CH:10][CH:9]=[CH:8][CH:7]=1.[BH4-].[Na+], predict the reaction product. The product is: [C:6]1([CH:12]2[CH2:14][NH:4][CH2:1][CH2:2][NH:3]2)[CH:11]=[CH:10][CH:9]=[CH:8][CH:7]=1. (7) Given the reactants [C:1]([Cl:14])(=O)[CH2:2][CH2:3][CH2:4][CH2:5][CH2:6][CH2:7][CH2:8][CH2:9][CH2:10]CC.[Cl-].[CH3:16][C:17]1[C:26]2[C:21](=[CH:22][C:23]([O:27][CH3:28])=[CH:24][CH:25]=2)[CH2:20][CH2:19][N+:18]=1[CH2:29][C:30]1[CH:35]=[CH:34][CH:33]=[CH:32][C:31]=1[F:36], predict the reaction product. The product is: [Cl-:14].[CH2:16]([C:17]1[C:26]2[C:21](=[CH:22][C:23]([O:27][CH3:28])=[CH:24][CH:25]=2)[CH2:20][CH2:19][N+:18]=1[CH2:29][C:30]1[CH:35]=[CH:34][CH:33]=[CH:32][C:31]=1[F:36])[CH2:1][CH2:2][CH2:3][CH2:4][CH2:5][CH2:6][CH2:7][CH2:8][CH2:9][CH3:10]. (8) The product is: [C:30]([N:27]1[CH2:26][CH2:25][CH:24]([N:21]2[C:9]3[N:10]=[C:11]([C:13]4[CH:14]=[C:15]([CH:19]=[O:20])[CH:16]=[N:17][CH:18]=4)[N:12]=[C:7]([N:1]4[CH2:2][CH2:3][O:4][CH2:5][CH2:6]4)[C:8]=3[N:23]=[N:22]2)[CH2:29][CH2:28]1)([O:32][C:33]([CH3:36])([CH3:35])[CH3:34])=[O:31]. Given the reactants [N:1]1([C:7]2[C:8]3[N:23]=[N:22][N:21]([CH:24]4[CH2:29][CH2:28][NH:27][CH2:26][CH2:25]4)[C:9]=3[N:10]=[C:11]([C:13]3[CH:14]=[C:15]([CH2:19][OH:20])[CH:16]=[N:17][CH:18]=3)[N:12]=2)[CH2:6][CH2:5][O:4][CH2:3][CH2:2]1.[C:30](N1CCC(N2C3N=C(Cl)N=C(N4CCOCC4)C=3N=N2)CC1)([O:32][C:33]([CH3:36])([CH3:35])[CH3:34])=[O:31].CC1(C)C(C)(C)OB(C2C=C(C=O)C=NC=2)O1, predict the reaction product.